This data is from Peptide-MHC class I binding affinity with 185,985 pairs from IEDB/IMGT. The task is: Regression. Given a peptide amino acid sequence and an MHC pseudo amino acid sequence, predict their binding affinity value. This is MHC class I binding data. (1) The peptide sequence is KLWAQCVQL. The MHC is HLA-A03:01 with pseudo-sequence HLA-A03:01. The binding affinity (normalized) is 0.340. (2) The peptide sequence is QLKGFYMISL. The MHC is HLA-A02:01 with pseudo-sequence HLA-A02:01. The binding affinity (normalized) is 0.158. (3) The peptide sequence is VRLLAHVIQ. The MHC is Mamu-B08 with pseudo-sequence Mamu-B08. The binding affinity (normalized) is 0.0982. (4) The peptide sequence is SVYKHRLIV. The MHC is HLA-B08:01 with pseudo-sequence HLA-B08:01. The binding affinity (normalized) is 0.567. (5) The peptide sequence is GPDIYKGVY. The MHC is HLA-A24:02 with pseudo-sequence HLA-A24:02. The binding affinity (normalized) is 0. (6) The peptide sequence is RMLPKLAEF. The MHC is HLA-B07:02 with pseudo-sequence HLA-B07:02. The binding affinity (normalized) is 0.0726. (7) The peptide sequence is AINSEMFLL. The MHC is HLA-A68:01 with pseudo-sequence HLA-A68:01. The binding affinity (normalized) is 0.116. (8) The peptide sequence is LNPMHQLLRH. The MHC is HLA-A33:01 with pseudo-sequence HLA-A33:01. The binding affinity (normalized) is 0.105. (9) The peptide sequence is SPGTSGSPII. The MHC is HLA-B07:02 with pseudo-sequence HLA-B07:02. The binding affinity (normalized) is 0.548.